From a dataset of Full USPTO retrosynthesis dataset with 1.9M reactions from patents (1976-2016). Predict the reactants needed to synthesize the given product. (1) Given the product [CH3:43][CH:42]([N:32]([S:29]([C:26]1[CH:27]=[CH:28][C:23]([C:20]2[CH:21]=[CH:22][C:17]([O:16][CH3:15])=[CH:18][CH:19]=2)=[CH:24][CH:25]=1)(=[O:31])=[O:30])[C:33](=[O:39])[O:34][C:35]([CH3:36])([CH3:38])[CH3:37])[C:41]#[CH:40], predict the reactants needed to synthesize it. The reactants are: N(C(OC(C)C)=O)=NC(OC(C)C)=O.[CH3:15][O:16][C:17]1[CH:22]=[CH:21][C:20]([C:23]2[CH:28]=[CH:27][C:26]([S:29]([NH:32][C:33](=[O:39])[O:34][C:35]([CH3:38])([CH3:37])[CH3:36])(=[O:31])=[O:30])=[CH:25][CH:24]=2)=[CH:19][CH:18]=1.[CH3:40][CH:41](O)[C:42]#[CH:43].C1C=CC(P(C2C=CC=CC=2)C2C=CC=CC=2)=CC=1. (2) The reactants are: O1CCCC1CO.[Cl:8][C:9]1[CH:14]=[C:13]([CH2:15][C:16]2[C:17]([C:27]3[CH:32]=[CH:31][CH:30]=[CH:29][CH:28]=3)=[N:18][N:19]3[CH:24]=[C:23]([O:25][CH3:26])[CH:22]=[CH:21][C:20]=23)[N:12]=[C:11]([C:33]([O:35]C)=[O:34])[CH:10]=1.[OH-].[Na+].Cl. Given the product [Cl:8][C:9]1[CH:14]=[C:13]([CH2:15][C:16]2[C:17]([C:27]3[CH:32]=[CH:31][CH:30]=[CH:29][CH:28]=3)=[N:18][N:19]3[CH:24]=[C:23]([O:25][CH3:26])[CH:22]=[CH:21][C:20]=23)[N:12]=[C:11]([C:33]([OH:35])=[O:34])[CH:10]=1, predict the reactants needed to synthesize it. (3) Given the product [C:26]([O:30][C:31](=[O:43])[NH:32][CH2:33][C:34]1[CH:39]=[C:38]([NH:40][CH:47]([C:61]#[N:62])[C:46]2[CH:49]=[C:50]([O:55][CH3:56])[C:51]([O:53][CH3:54])=[CH:52][C:45]=2[F:44])[CH:37]=[CH:36][C:35]=1[C:41]#[N:42])([CH3:29])([CH3:27])[CH3:28], predict the reactants needed to synthesize it. The reactants are: C(S([O-])(=O)=O)(F)(F)F.C(S([O-])(=O)=O)(F)(F)F.C(S([O-])(=O)=O)(F)(F)F.[Yb+3].[C:26]([O:30][C:31](=[O:43])[NH:32][CH2:33][C:34]1[CH:39]=[C:38]([NH2:40])[CH:37]=[CH:36][C:35]=1[C:41]#[N:42])([CH3:29])([CH3:28])[CH3:27].[F:44][C:45]1[CH:52]=[C:51]([O:53][CH3:54])[C:50]([O:55][CH3:56])=[CH:49][C:46]=1[CH:47]=O.C[Si]([C:61]#[N:62])(C)C. (4) Given the product [O:1]1[C:5]2[CH:6]=[CH:7][CH:8]=[CH:9][C:4]=2[CH:3]=[C:2]1[S:10]([NH:13][C:14]1[CH:19]=[C:18]([Cl:20])[CH:17]=[CH:16][C:15]=1[S:21]([CH2:22][C:23]([OH:25])=[O:24])=[O:34])(=[O:11])=[O:12], predict the reactants needed to synthesize it. The reactants are: [O:1]1[C:5]2[CH:6]=[CH:7][CH:8]=[CH:9][C:4]=2[CH:3]=[C:2]1[S:10]([NH:13][C:14]1[CH:19]=[C:18]([Cl:20])[CH:17]=[CH:16][C:15]=1[S:21][CH2:22][C:23]([OH:25])=[O:24])(=[O:12])=[O:11].C1C=C(Cl)C=C(C(OO)=[O:34])C=1. (5) Given the product [Cl:34][C:30]1[CH:29]=[C:28]([CH:33]=[CH:32][CH:31]=1)[CH2:27][O:26][C:23]1[N:24]=[CH:25][C:20]([NH:19][C:2]2[C:11]3[C:6](=[CH:7][C:8]([O:14][CH2:15][CH2:16][CH2:17][Cl:18])=[C:9]([O:12][CH3:13])[CH:10]=3)[N:5]=[CH:4][N:3]=2)=[CH:21][CH:22]=1, predict the reactants needed to synthesize it. The reactants are: Cl[C:2]1[C:11]2[C:6](=[CH:7][C:8]([O:14][CH2:15][CH2:16][CH2:17][Cl:18])=[C:9]([O:12][CH3:13])[CH:10]=2)[N:5]=[CH:4][N:3]=1.[NH2:19][C:20]1[CH:21]=[CH:22][C:23]([O:26][CH2:27][C:28]2[CH:33]=[CH:32][CH:31]=[C:30]([Cl:34])[CH:29]=2)=[N:24][CH:25]=1. (6) Given the product [CH2:1]([O:8][C:9]1[C:13](/[CH:14]=[CH:22]/[P:23](=[O:30])([O:27][CH2:28][CH3:29])[O:24][CH2:25][CH3:26])=[CH:12][N:11]([C:16]2[CH:21]=[CH:20][CH:19]=[CH:18][CH:17]=2)[N:10]=1)[C:2]1[CH:7]=[CH:6][CH:5]=[CH:4][CH:3]=1, predict the reactants needed to synthesize it. The reactants are: [CH2:1]([O:8][C:9]1[C:13]([CH:14]=O)=[CH:12][N:11]([C:16]2[CH:21]=[CH:20][CH:19]=[CH:18][CH:17]=2)[N:10]=1)[C:2]1[CH:7]=[CH:6][CH:5]=[CH:4][CH:3]=1.[CH2:22](P(=O)(OCC)OCC)[P:23](=[O:30])([O:27][CH2:28][CH3:29])[O:24][CH2:25][CH3:26].CN(C)C=O.[H-].[Na+].